From a dataset of Full USPTO retrosynthesis dataset with 1.9M reactions from patents (1976-2016). Predict the reactants needed to synthesize the given product. (1) Given the product [OH:1][N:2]1[C:11]2[C:6](=[CH:7][CH:8]=[CH:9][N:10]=2)[C:5]([OH:12])=[C:4]([C:13]([N:20]([CH3:21])[CH3:19])=[O:15])[C:3]1=[O:18], predict the reactants needed to synthesize it. The reactants are: [OH:1][N:2]1[C:11]2[C:6](=[CH:7][CH:8]=[CH:9][N:10]=2)[C:5]([OH:12])=[C:4]([C:13]([O:15]CC)=O)[C:3]1=[O:18].[CH3:19][NH:20][CH3:21]. (2) Given the product [ClH:22].[I:1][C:2]1[C:3]([O:20][CH3:21])=[CH:4][C:5]([CH:17]([CH3:19])[CH3:18])=[C:6]([CH:16]=1)[O:7][C:8]1[C:9]([NH2:15])=[N:10][C:11]([NH2:14])=[N:12][CH:13]=1, predict the reactants needed to synthesize it. The reactants are: [I:1][C:2]1[C:3]([O:20][CH3:21])=[CH:4][C:5]([CH:17]([CH3:19])[CH3:18])=[C:6]([CH:16]=1)[O:7][C:8]1[C:9]([NH2:15])=[N:10][C:11]([NH2:14])=[N:12][CH:13]=1.[ClH:22]. (3) Given the product [N:36]1[C:28]([C:27]2[C:22]([NH:21][C:16]3[C:15]([F:43])=[C:14]([NH:13][S:10]([C:5]4[CH:6]=[CH:7][C:8]([Cl:9])=[C:3]([Cl:2])[CH:4]=4)(=[O:12])=[O:11])[CH:19]=[CH:18][C:17]=3[F:20])=[N:23][CH:24]=[CH:25][CH:26]=2)=[C:29]2[C:33]([NH:32][CH:31]=[N:30]2)=[N:34][CH:35]=1, predict the reactants needed to synthesize it. The reactants are: Cl.[Cl:2][C:3]1[CH:4]=[C:5]([S:10]([NH:13][C:14]2[CH:19]=[CH:18][C:17]([F:20])=[C:16]([NH:21][C:22]3[C:27]([C:28]4[N:36]=[CH:35][N:34]=[C:33]5[C:29]=4[N:30]=[CH:31][N:32]5C4CCCCO4)=[CH:26][CH:25]=[CH:24][N:23]=3)[C:15]=2[F:43])(=[O:12])=[O:11])[CH:6]=[CH:7][C:8]=1[Cl:9]. (4) Given the product [C:1]([O:5][C:6](=[O:16])[N:7]([C:8]1[C:13]([F:14])=[CH:12][C:11]([Br:15])=[CH:10][N:9]=1)[CH3:19])([CH3:4])([CH3:2])[CH3:3], predict the reactants needed to synthesize it. The reactants are: [C:1]([O:5][C:6](=[O:16])[NH:7][C:8]1[C:13]([F:14])=[CH:12][C:11]([Br:15])=[CH:10][N:9]=1)([CH3:4])([CH3:3])[CH3:2].[H-].[Na+].[CH3:19]I. (5) Given the product [CH3:26][C:23]([CH3:25])([CH3:24])[C:22](=[O:27])[CH2:21][O:20][C:19]1[CH:28]=[CH:29][C:16]([C:3]([C:6]2[O:7][C:8]3[CH:14]=[C:13]([O:15][S:39]([CH3:38])(=[O:41])=[O:40])[CH:12]=[CH:11][C:9]=3[CH:10]=2)([CH2:4][CH3:5])[CH2:1][CH3:2])=[CH:17][C:18]=1[CH3:30], predict the reactants needed to synthesize it. The reactants are: [CH2:1]([C:3]([C:16]1[CH:29]=[CH:28][C:19]([O:20][CH2:21][C:22](=[O:27])[C:23]([CH3:26])([CH3:25])[CH3:24])=[C:18]([CH3:30])[CH:17]=1)([C:6]1[O:7][C:8]2[CH:14]=[C:13]([OH:15])[CH:12]=[CH:11][C:9]=2[CH:10]=1)[CH2:4][CH3:5])[CH3:2].CCN(CC)CC.[CH3:38][S:39](Cl)(=[O:41])=[O:40]. (6) Given the product [O:12]1[CH:16]=[CH:15][CH:14]=[C:13]1[C:5]1[CH:6]=[C:7]([CH:10]=[O:11])[S:8][CH:9]=1, predict the reactants needed to synthesize it. The reactants are: B(O)O.Br[C:5]1[CH:6]=[C:7]([CH:10]=[O:11])[S:8][CH:9]=1.[O:12]1[CH:16]=[CH:15][CH:14]=[C:13]1B(O)O. (7) The reactants are: ClC1C=C(CCNC(=O)C2C=CC(C(O)(C(F)(F)F)C(F)(F)F)=CC=2)C=CC=1Cl.[Cl:30][C:31]1[CH:32]=[C:33]([CH:37]=[CH:38][C:39]=1[C:40]([F:43])([F:42])[F:41])[C:34]([OH:36])=O.[F:44][C:45]([F:56])([F:55])[C:46]1[CH:47]=[C:48]([CH2:52][CH2:53][NH2:54])[CH:49]=[CH:50][CH:51]=1. Given the product [Cl:30][C:31]1[CH:32]=[C:33]([CH:37]=[CH:38][C:39]=1[C:40]([F:43])([F:42])[F:41])[C:34]([NH:54][CH2:53][CH2:52][C:48]1[CH:49]=[CH:50][CH:51]=[C:46]([C:45]([F:44])([F:55])[F:56])[CH:47]=1)=[O:36], predict the reactants needed to synthesize it.